This data is from Full USPTO retrosynthesis dataset with 1.9M reactions from patents (1976-2016). The task is: Predict the reactants needed to synthesize the given product. (1) Given the product [Cl:23][C:13]1[CH:14]=[C:15]([S:19]([CH3:22])(=[O:21])=[O:20])[CH:16]=[C:17]([Cl:18])[C:12]=1[N:11]1[CH:10]=[C:5]2[CH:6]=[N:7][CH:8]=[CH:9][C:4]2=[N:1]1, predict the reactants needed to synthesize it. The reactants are: [N:1]([C:4]1[CH:9]=[CH:8][N:7]=[CH:6][C:5]=1/[CH:10]=[N:11]/[C:12]1[C:17]([Cl:18])=[CH:16][C:15]([S:19]([CH3:22])(=[O:21])=[O:20])=[CH:14][C:13]=1[Cl:23])=[N+]=[N-]. (2) Given the product [ClH:1].[Cl:1][C:2]1[CH:3]=[C:4]([CH:36]=[CH:37][CH:38]=1)[CH2:5][N:6]1[CH:31]=[CH:30][N:10]2[CH:11]=[C:12]([C:24]3[CH:25]=[CH:26][CH:27]=[CH:28][CH:29]=3)[C:13](=[O:23])[C:14]([OH:15])=[C:9]2[C:7]1=[O:8], predict the reactants needed to synthesize it. The reactants are: [Cl:1][C:2]1[CH:3]=[C:4]([CH:36]=[CH:37][CH:38]=1)[CH2:5][NH:6][C:7]([C:9]1[N:10]([CH2:30][CH:31](OC)OC)[CH:11]=[C:12]([C:24]2[CH:29]=[CH:28][CH:27]=[CH:26][CH:25]=2)[C:13](=[O:23])[C:14]=1[O:15]CC1C=CC=CC=1)=[O:8].Cl.